Dataset: Full USPTO retrosynthesis dataset with 1.9M reactions from patents (1976-2016). Task: Predict the reactants needed to synthesize the given product. (1) Given the product [C:1]([NH:4][C:5]1[CH:34]=[CH:33][C:8]([CH2:9][C:10]2[N:18]([CH2:19][O:20][C:21](=[O:26])[C:22]([CH3:24])([CH3:25])[CH3:23])[C:17]3[C:16](=[O:27])[N:15]([CH2:42][C:43]4[CH:56]=[CH:55][CH:54]=[CH:53][C:44]=4[O:45][Si:46]([C:49]([CH3:52])([CH3:51])[CH3:50])([CH3:48])[CH3:47])[C:14](=[O:28])[N:13]([CH2:29][CH2:30][CH2:31][CH3:32])[C:12]=3[N:11]=2)=[CH:7][CH:6]=1)(=[O:3])[CH3:2], predict the reactants needed to synthesize it. The reactants are: [C:1]([NH:4][C:5]1[CH:34]=[CH:33][C:8]([CH2:9][C:10]2[N:18]([CH2:19][O:20][C:21](=[O:26])[C:22]([CH3:25])([CH3:24])[CH3:23])[C:17]3[C:16](=[O:27])[NH:15][C:14](=[O:28])[N:13]([CH2:29][CH2:30][CH2:31][CH3:32])[C:12]=3[N:11]=2)=[CH:7][CH:6]=1)(=[O:3])[CH3:2].C(=O)([O-])[O-].[Na+].[Na+].Br[CH2:42][C:43]1[CH:56]=[CH:55][CH:54]=[CH:53][C:44]=1[O:45][Si:46]([C:49]([CH3:52])([CH3:51])[CH3:50])([CH3:48])[CH3:47].O. (2) Given the product [OH:20][CH2:18][CH:16]1[O:3][N:1]=[C:4]([C:5]([O:7][CH2:8][CH3:9])=[O:6])[CH2:17]1, predict the reactants needed to synthesize it. The reactants are: [N+:1]([CH2:4][C:5]([O:7][CH2:8][CH3:9])=[O:6])([O-:3])=O.C1N2[CH2:16][CH2:17]N(CC2)C1.[CH2:18]([OH:20])C. (3) The reactants are: [C:1]1([C:7]2[N:12]=[C:11]([C:13]3[CH:18]=[CH:17][N:16]=[CH:15][CH:14]=3)[N:10]=[C:9]([OH:19])[CH:8]=2)[CH:6]=[CH:5][CH:4]=[CH:3][CH:2]=1.[CH2:20](Br)[C:21]1[CH:26]=[CH:25][CH:24]=[CH:23][CH:22]=1.[BH4-].[Na+].O. Given the product [CH2:20]([N:16]1[CH2:17][CH:18]=[C:13]([C:11]2[N:10]=[C:9]([OH:19])[CH:8]=[C:7]([C:1]3[CH:2]=[CH:3][CH:4]=[CH:5][CH:6]=3)[N:12]=2)[CH2:14][CH2:15]1)[C:21]1[CH:26]=[CH:25][CH:24]=[CH:23][CH:22]=1, predict the reactants needed to synthesize it. (4) Given the product [OH:19][C:11]1[N:9]([C:4]2[CH:5]=[CH:6][CH:7]=[CH:8][C:3]=2[CH3:2])[N:10]=[C:13]([C:14]([O:16][CH2:17][CH3:18])=[O:15])[CH:12]=1, predict the reactants needed to synthesize it. The reactants are: Cl.[CH3:2][C:3]1[CH:8]=[CH:7][CH:6]=[CH:5][C:4]=1[NH:9][NH2:10].[C:11](OCC)(=[O:19])[C:12]#[C:13][C:14]([O:16][CH2:17][CH3:18])=[O:15].C(=O)([O-])[O-].[K+].[K+].Cl. (5) The reactants are: Cl.C(N=C=NCCCN(C)C)C.[CH:13]1([CH2:19][CH:20]([NH:24][C:25](=[N:27][S:28]([CH3:31])(=[O:30])=[O:29])C)[C:21]([OH:23])=O)[CH2:18][CH2:17][CH2:16][CH2:15][CH2:14]1.[NH2:32][C@@H:33]([CH2:45][CH3:46])[CH:34]([C:36]1[O:37][C:38]2[CH:44]=[CH:43][CH:42]=[CH:41][C:39]=2[N:40]=1)[OH:35].CN1CCOCC1. Given the product [O:37]1[C:38]2[CH:44]=[CH:43][CH:42]=[CH:41][C:39]=2[N:40]=[C:36]1[CH:34]([OH:35])[C@@H:33]([NH:32][C:21](=[O:23])[CH:20]([NH:24][CH:25]=[N:27][S:28]([CH3:31])(=[O:30])=[O:29])[CH2:19][CH:13]1[CH2:14][CH2:15][CH2:16][CH2:17][CH2:18]1)[CH2:45][CH3:46], predict the reactants needed to synthesize it.